Dataset: Full USPTO retrosynthesis dataset with 1.9M reactions from patents (1976-2016). Task: Predict the reactants needed to synthesize the given product. (1) Given the product [Br:24][C:20]1[C:21]([Br:23])=[CH:22][C:17]2[S:15][C:8]3[C:9](=[CH:10][CH:11]=[CH:12][CH:13]=3)[S:14][C:18]=2[CH:19]=1, predict the reactants needed to synthesize it. The reactants are: C(N(CC)CC)C.[C:8]1([SH:15])[C:9]([SH:14])=[CH:10][CH:11]=[CH:12][CH:13]=1.F[C:17]1[CH:22]=[C:21]([Br:23])[C:20]([Br:24])=[CH:19][C:18]=1F.ClCCl. (2) The reactants are: [Cl:1][C:2]1[CH:3]=[C:4]([NH:11][S:12]([C:15]2[CH:20]=[CH:19][C:18]([Cl:21])=[C:17]([C:22]([F:25])([F:24])[F:23])[CH:16]=2)(=[O:14])=[O:13])[C:5]([C:8](Cl)=[O:9])=[N:6][CH:7]=1.[C:26]([O:30][C:31]([N:33]1[C:41]2[C:36](=[CH:37][CH:38]=[CH:39][CH:40]=2)[C:35]([NH:42][CH2:43][CH3:44])=[N:34]1)=[O:32])([CH3:29])([CH3:28])[CH3:27]. Given the product [C:26]([O:30][C:31]([N:33]1[C:41]2[C:36](=[CH:37][CH:38]=[CH:39][CH:40]=2)[C:35]([N:42]([C:8]([C:5]2[C:4]([NH:11][S:12]([C:15]3[CH:20]=[CH:19][C:18]([Cl:21])=[C:17]([C:22]([F:24])([F:23])[F:25])[CH:16]=3)(=[O:13])=[O:14])=[CH:3][C:2]([Cl:1])=[CH:7][N:6]=2)=[O:9])[CH2:43][CH3:44])=[N:34]1)=[O:32])([CH3:29])([CH3:28])[CH3:27], predict the reactants needed to synthesize it. (3) Given the product [C:8]([O:11][C@@H:12]1[C@@H:26]([O:27][C:28](=[O:30])[CH3:29])[C@H:25]([O:31][C:32](=[O:34])[CH3:33])[CH2:24][S:23][C@H:13]1[O:14][C:15]1[C:16]([F:22])=[N:17][CH:18]=[C:19]([C:2]2[CH:3]=[N:4][CH:5]=[N:6][CH:7]=2)[CH:20]=1)(=[O:10])[CH3:9], predict the reactants needed to synthesize it. The reactants are: Br[C:2]1[CH:3]=[N:4][CH:5]=[N:6][CH:7]=1.[C:8]([O:11][C@@H:12]1[C@@H:26]([O:27][C:28](=[O:30])[CH3:29])[C@H:25]([O:31][C:32](=[O:34])[CH3:33])[CH2:24][S:23][C@H:13]1[O:14][C:15]1[C:16]([F:22])=[N:17][CH:18]=[C:19](Br)[CH:20]=1)(=[O:10])[CH3:9]. (4) Given the product [CH3:1][C:2]1([CH3:12])[O:6][C:5](=[CH:7][C:8]([N:18]([CH2:17][C:16]2[CH:21]=[CH:22][CH:23]=[C:14]([F:13])[CH:15]=2)[O:19][CH3:20])=[O:9])[C:4](=[O:11])[O:3]1, predict the reactants needed to synthesize it. The reactants are: [CH3:1][C:2]1([CH3:12])[O:6][C:5](=[CH:7][C:8](Cl)=[O:9])[C:4](=[O:11])[O:3]1.[F:13][C:14]1[CH:15]=[C:16]([CH:21]=[CH:22][CH:23]=1)[CH2:17][NH:18][O:19][CH3:20]. (5) The reactants are: C([N:8]1[CH2:13][CH2:12][CH:11]=[C:10]([C:14]2[C:15](=[O:53])[NH:16][C:17]3[C:22]([CH:23]=2)=[CH:21][C:20]2[C:24]([C:46]4[CH:51]=[CH:50][N:49]=[C:48]([CH3:52])[CH:47]=4)=[N:25][N:26]([C:27]([C:40]4[CH:45]=[CH:44][CH:43]=[CH:42][CH:41]=4)([C:34]4[CH:39]=[CH:38][CH:37]=[CH:36][CH:35]=4)[C:28]4[CH:33]=[CH:32][CH:31]=[CH:30][CH:29]=4)[C:19]=2[CH:18]=3)[CH2:9]1)C1C=CC=CC=1.[CH3:66][C:65]([O:64][C:62](O[C:62]([O:64][C:65]([CH3:68])([CH3:67])[CH3:66])=[O:63])=[O:63])([CH3:68])[CH3:67]. Given the product [CH3:52][C:48]1[CH:47]=[C:46]([C:24]2[C:20]3[CH:21]=[C:22]4[C:17](=[CH:18][C:19]=3[N:26]([C:27]([C:34]3[CH:35]=[CH:36][CH:37]=[CH:38][CH:39]=3)([C:40]3[CH:41]=[CH:42][CH:43]=[CH:44][CH:45]=3)[C:28]3[CH:29]=[CH:30][CH:31]=[CH:32][CH:33]=3)[N:25]=2)[NH:16][C:15](=[O:53])[C:14]([CH:10]2[CH2:11][CH2:12][CH2:13][N:8]([C:62]([O:64][C:65]([CH3:66])([CH3:67])[CH3:68])=[O:63])[CH2:9]2)=[CH:23]4)[CH:51]=[CH:50][N:49]=1, predict the reactants needed to synthesize it. (6) Given the product [CH3:14][O:13][CH2:12][CH2:11][N:9]1[C:10]2[C:6](=[C:5]([O:18][C:19]([F:20])([F:21])[F:22])[CH:4]=[CH:3][CH:2]=2)[C:7]([C:15]([OH:17])=[O:16])=[CH:8]1, predict the reactants needed to synthesize it. The reactants are: Cl[C:2]1[CH:3]=[CH:4][C:5]([O:18][C:19]([F:22])([F:21])[F:20])=[C:6]2[C:10]=1[N:9]([CH2:11][CH2:12][O:13][CH3:14])[CH:8]=[C:7]2[C:15]([OH:17])=[O:16]. (7) Given the product [CH3:28][O:27][C:24]1[CH:23]=[CH:22][C:21]([C:18]2[CH:17]=[CH:16][C:15]([S:12]([NH:11][CH:4]([CH:5]3[CH2:6][CH2:7][S:8][CH2:9][CH2:10]3)[C:3]([OH:29])=[O:2])(=[O:14])=[O:13])=[CH:20][CH:19]=2)=[CH:26][CH:25]=1, predict the reactants needed to synthesize it. The reactants are: C[O:2][C:3](=[O:29])[CH:4]([NH:11][S:12]([C:15]1[CH:20]=[CH:19][C:18]([C:21]2[CH:26]=[CH:25][C:24]([O:27][CH3:28])=[CH:23][CH:22]=2)=[CH:17][CH:16]=1)(=[O:14])=[O:13])[CH:5]1[CH2:10][CH2:9][S:8][CH2:7][CH2:6]1.COC(=O)C(N)C1CCSCC1.C(N(CC)CC)C.COC1C=C(S(Cl)(=O)=O)C(C2C=CC=CC=2)=CC=1. (8) Given the product [CH:1]1([C:4]([NH:6][C:7]2[N:8]=[CH:9][C:10]3[C:15]([CH:16]=2)=[CH:14][CH:13]=[C:12]([C:17]2[CH:18]=[C:19]([NH:24][C:25]([N:42]4[CH2:47][CH2:46][O:45][CH2:44][CH2:43]4)=[O:26])[CH:20]=[CH:21][C:22]=2[CH3:23])[CH:11]=3)=[O:5])[CH2:2][CH2:3]1, predict the reactants needed to synthesize it. The reactants are: [CH:1]1([C:4]([NH:6][C:7]2[N:8]=[CH:9][C:10]3[C:15]([CH:16]=2)=[CH:14][CH:13]=[C:12]([C:17]2[CH:18]=[C:19]([NH:24][C:25](=O)[O:26]C4C=CC([N+]([O-])=O)=CC=4)[CH:20]=[CH:21][C:22]=2[CH3:23])[CH:11]=3)=[O:5])[CH2:3][CH2:2]1.O1CCCC1.[NH:42]1[CH2:47][CH2:46][O:45][CH2:44][CH2:43]1.C(N(CC)CC)C. (9) Given the product [CH3:10][CH:9]([CH3:11])[CH2:8][N:12]1[CH:16]=[C:15]([C:17]2[S:21][C:20]([C:22]([NH:24][C@H:25]3[CH2:29][CH2:28][N:27]([C:7]4[CH:2]=[CH:3][N:4]=[N:30][CH:6]=4)[CH2:26]3)=[O:23])=[CH:19][CH:18]=2)[CH:14]=[N:13]1, predict the reactants needed to synthesize it. The reactants are: Br[C:2]1[CH:3]=[N:4]C=[CH:6][CH:7]=1.[CH2:8]([N:12]1[CH:16]=[C:15]([C:17]2[S:21][C:20]([C:22]([NH:24][C@H:25]3[CH2:29][CH2:28][NH:27][CH2:26]3)=[O:23])=[CH:19][CH:18]=2)[CH:14]=[N:13]1)[CH:9]([CH3:11])[CH3:10].[NH:30]1CC(C(NC2C=CC(OC3CCN(C(OC(C)(C)C)=O)CC3)=CC=2)=O)C1.